Dataset: NCI-60 drug combinations with 297,098 pairs across 59 cell lines. Task: Regression. Given two drug SMILES strings and cell line genomic features, predict the synergy score measuring deviation from expected non-interaction effect. (1) Drug 1: CN1CCC(CC1)COC2=C(C=C3C(=C2)N=CN=C3NC4=C(C=C(C=C4)Br)F)OC. Drug 2: C(CCl)NC(=O)N(CCCl)N=O. Cell line: M14. Synergy scores: CSS=-1.77, Synergy_ZIP=1.37, Synergy_Bliss=0.192, Synergy_Loewe=-3.17, Synergy_HSA=-2.70. (2) Drug 1: C1CCN(CC1)CCOC2=CC=C(C=C2)C(=O)C3=C(SC4=C3C=CC(=C4)O)C5=CC=C(C=C5)O. Drug 2: N.N.Cl[Pt+2]Cl. Cell line: NCI-H522. Synergy scores: CSS=-5.52, Synergy_ZIP=1.30, Synergy_Bliss=-2.14, Synergy_Loewe=-6.49, Synergy_HSA=-6.31. (3) Drug 1: CCCS(=O)(=O)NC1=C(C(=C(C=C1)F)C(=O)C2=CNC3=C2C=C(C=N3)C4=CC=C(C=C4)Cl)F. Drug 2: CN(C)N=NC1=C(NC=N1)C(=O)N. Cell line: M14. Synergy scores: CSS=41.1, Synergy_ZIP=4.86, Synergy_Bliss=4.27, Synergy_Loewe=-31.2, Synergy_HSA=1.70. (4) Drug 1: CC1=C2C(C(=O)C3(C(CC4C(C3C(C(C2(C)C)(CC1OC(=O)C(C(C5=CC=CC=C5)NC(=O)OC(C)(C)C)O)O)OC(=O)C6=CC=CC=C6)(CO4)OC(=O)C)OC)C)OC. Drug 2: CNC(=O)C1=CC=CC=C1SC2=CC3=C(C=C2)C(=NN3)C=CC4=CC=CC=N4. Cell line: M14. Synergy scores: CSS=42.3, Synergy_ZIP=1.26, Synergy_Bliss=-2.22, Synergy_Loewe=-40.6, Synergy_HSA=-4.48. (5) Drug 1: CS(=O)(=O)C1=CC(=C(C=C1)C(=O)NC2=CC(=C(C=C2)Cl)C3=CC=CC=N3)Cl. Drug 2: CC1=C(C(=O)C2=C(C1=O)N3CC4C(C3(C2COC(=O)N)OC)N4)N. Cell line: EKVX. Synergy scores: CSS=15.0, Synergy_ZIP=-1.38, Synergy_Bliss=3.52, Synergy_Loewe=1.64, Synergy_HSA=2.57.